From a dataset of Reaction yield outcomes from USPTO patents with 853,638 reactions. Predict the reaction yield, written as a fraction of the theoretical maximum amount of product (1.0 means a 100% yield; for example, 0.34 means a 34% yield). (1) The reactants are [CH3:1][O:2][C:3]([C:5]1[CH:6]=[C:7]2[C:11](=[CH:12][CH:13]=1)[N:10]([CH3:14])[CH:9]=[CH:8]2)=[O:4].[N+:15]([C:18]1[CH:25]=[CH:24][C:21]([CH2:22]Br)=[CH:20][CH:19]=1)([O-:17])=[O:16].O1CCOCC1. The catalyst is CCOCC.C(OCC)(=O)C. The product is [CH3:1][O:2][C:3]([C:5]1[CH:6]=[C:7]2[C:11](=[CH:12][CH:13]=1)[N:10]([CH3:14])[CH:9]=[C:8]2[CH2:22][C:21]1[CH:24]=[CH:25][C:18]([N+:15]([O-:17])=[O:16])=[CH:19][CH:20]=1)=[O:4]. The yield is 0.580. (2) The reactants are [NH2:1][C:2]1[CH:7]=[CH:6][N:5]=[CH:4][N:3]=1.C1N2CCN(CC2)C1.[Cl:16][C:17]1[CH:18]=[C:19]([S:24](Cl)(=[O:26])=[O:25])[CH:20]=[CH:21][C:22]=1[F:23]. The catalyst is C(#N)C. The product is [Cl:16][C:17]1[CH:18]=[C:19]([S:24]([NH:1][C:2]2[CH:7]=[CH:6][N:5]=[CH:4][N:3]=2)(=[O:25])=[O:26])[CH:20]=[CH:21][C:22]=1[F:23]. The yield is 0.270. (3) The product is [F:12][C:9]([F:10])([F:11])[C:7]1[CH:6]=[C:5]([C:13]([CH3:32])([CH3:31])[C:14]([N:16]([C:17]2[CH:18]=[N:19][C:20]([N:24]3[CH2:29][CH2:28][N:27]([CH3:30])[CH2:26][CH2:25]3)=[CH:21][C:22]=2[I:23])[CH3:35])=[O:15])[CH:4]=[C:3]([C:2]([F:1])([F:33])[F:34])[CH:8]=1. The reactants are [F:1][C:2]([F:34])([F:33])[C:3]1[CH:4]=[C:5]([C:13]([CH3:32])([CH3:31])[C:14]([NH:16][C:17]2[CH:18]=[N:19][C:20]([N:24]3[CH2:29][CH2:28][N:27]([CH3:30])[CH2:26][CH2:25]3)=[CH:21][C:22]=2[I:23])=[O:15])[CH:6]=[C:7]([C:9]([F:12])([F:11])[F:10])[CH:8]=1.[CH3:35][Si]([N-][Si](C)(C)C)(C)C.[K+].IC. The yield is 0.310. The catalyst is CN(C)C=O.O1CCCC1. (4) The reactants are [C:1]1([CH:7]2[NH:12][C:11]3=[C:13]([NH2:17])[CH:14]=[CH:15][CH:16]=[C:10]3[O:9][CH2:8]2)[CH:6]=[CH:5][CH:4]=[CH:3][CH:2]=1.CCN(C(C)C)C(C)C.C1N=CN([C:32](N2C=NC=C2)=[O:33])C=1.CCOC(C)=O. The catalyst is C1COCC1. The product is [C:1]1([CH:7]2[N:12]3[C:32](=[O:33])[NH:17][C:13]4=[CH:14][CH:15]=[CH:16][C:10](=[C:11]34)[O:9][CH2:8]2)[CH:2]=[CH:3][CH:4]=[CH:5][CH:6]=1. The yield is 0.480. (5) The reactants are [Cl:1][C:2]1[CH:7]=[CH:6][C:5]([N+:8]([O-:10])=[O:9])=[CH:4][CH:3]=1.[S:11]([O-])([O-:13])=[O:12].[Na+].[Na+]. The catalyst is ClS(O)(=O)=O.O.[OH-].[Na+]. The product is [Cl:1][C:2]1[CH:7]=[CH:6][C:5]([N+:8]([O-:10])=[O:9])=[CH:4][C:3]=1[S:11]([OH:13])=[O:12]. The yield is 0.320. (6) The reactants are C(=O)(OC1C=CC=CC=1)[O:2][CH2:3][CH2:4][C:5]1[C:9]([Cl:10])=[C:8]([NH:11][C:12]([NH:14][C@H:15]2[C@H:19]([C:20]3[CH:25]=[CH:24][C:23]([F:26])=[C:22]([F:27])[CH:21]=3)[CH2:18][N:17]([CH2:28][CH2:29][O:30][CH3:31])[CH2:16]2)=[O:13])[N:7]([C:32]2[CH:37]=[CH:36][CH:35]=[CH:34][CH:33]=2)[N:6]=1.[Li+].[OH-]. The catalyst is C1COCC1.CO.Cl.O. The product is [Cl:10][C:9]1[C:5]([CH2:4][CH2:3][OH:2])=[N:6][N:7]([C:32]2[CH:33]=[CH:34][CH:35]=[CH:36][CH:37]=2)[C:8]=1[NH:11][C:12]([NH:14][C@H:15]1[C@H:19]([C:20]2[CH:25]=[CH:24][C:23]([F:26])=[C:22]([F:27])[CH:21]=2)[CH2:18][N:17]([CH2:28][CH2:29][O:30][CH3:31])[CH2:16]1)=[O:13]. The yield is 0.610. (7) The reactants are [NH2:1][C:2]1[CH:3]=[N:4][CH:5]=[C:6](Br)[CH:7]=1.[F:9][C:10]1[CH:11]=[C:12](B(O)O)[CH:13]=[CH:14][CH:15]=1.P([O-])([O-])([O-])=O.[K+].[K+].[K+].O. The catalyst is C1C=CC([P]([Pd]([P](C2C=CC=CC=2)(C2C=CC=CC=2)C2C=CC=CC=2)([P](C2C=CC=CC=2)(C2C=CC=CC=2)C2C=CC=CC=2)[P](C2C=CC=CC=2)(C2C=CC=CC=2)C2C=CC=CC=2)(C2C=CC=CC=2)C2C=CC=CC=2)=CC=1.CN(C=O)C. The product is [F:9][C:10]1[CH:15]=[C:14]([C:6]2[CH:7]=[C:2]([NH2:1])[CH:3]=[N:4][CH:5]=2)[CH:13]=[CH:12][CH:11]=1. The yield is 0.830. (8) The reactants are [Br:1][C:2]1[CH:3]=[C:4]2[C:9](=[CH:10][CH:11]=1)[N:8]=[C:7]([C:12]1[CH:13]=[N:14][CH:15]=[CH:16][CH:17]=1)[N:6]=[C:5]2[NH:18][CH3:19].C(O[C:24](=[O:26])[CH3:25])(=O)C. The catalyst is C(O)(=O)C. The product is [Br:1][C:2]1[CH:3]=[C:4]2[C:9](=[CH:10][CH:11]=1)[N:8]=[C:7]([C:12]1[CH:13]=[N:14][CH:15]=[CH:16][CH:17]=1)[N:6]=[C:5]2[N:18]([CH3:19])[C:24](=[O:26])[CH3:25]. The yield is 0.520. (9) The reactants are [F:1][C:2]1[CH:10]=[CH:9][C:5]([CH2:6][CH2:7][NH2:8])=[CH:4][CH:3]=1.Br[C:12]1[CH:13]=[CH:14][C:15]2[O:19][CH2:18][CH2:17][C:16]=2[CH:20]=1.C(=O)([O-])[O-].[Cs+].[Cs+].C(C1CCCCC1=O)(=O)C. The catalyst is CC(OC)(C)C.[Cu]I.CN(C=O)C. The product is [O:19]1[C:15]2[CH:14]=[CH:13][C:12]([NH:8][CH2:7][CH2:6][C:5]3[CH:9]=[CH:10][C:2]([F:1])=[CH:3][CH:4]=3)=[CH:20][C:16]=2[CH2:17][CH2:18]1. The yield is 0.660.